The task is: Predict which catalyst facilitates the given reaction.. This data is from Catalyst prediction with 721,799 reactions and 888 catalyst types from USPTO. (1) Product: [Br:1][C:2]1[CH:9]=[CH:8][C:5]([C:6]#[N:7])=[CH:4][C:3]=1[CH2:10][N:12]1[CH2:17][CH2:16][S:15][CH2:14][CH2:13]1. The catalyst class is: 3. Reactant: [Br:1][C:2]1[CH:9]=[CH:8][C:5]([C:6]#[N:7])=[CH:4][C:3]=1[CH2:10]Br.[NH:12]1[CH2:17][CH2:16][S:15][CH2:14][CH2:13]1.C(=O)([O-])[O-].[K+].[K+]. (2) Reactant: [CH3:1][O:2][C:3]1[CH:10]=[C:9]([O:11][CH3:12])[CH:8]=[CH:7][C:4]=1[CH2:5][NH2:6].N1C=CC=CC=1.[F:19][C:20]1[CH:25]=[C:24]([F:26])[CH:23]=[CH:22][C:21]=1[S:27](Cl)(=[O:29])=[O:28].[C:31](O[C:31]([O:33][C:34]([CH3:37])([CH3:36])[CH3:35])=[O:32])([O:33][C:34]([CH3:37])([CH3:36])[CH3:35])=[O:32].CN(C1C=CC=CN=1)C. Product: [F:19][C:20]1[CH:25]=[C:24]([F:26])[CH:23]=[CH:22][C:21]=1[S:27]([N:6]([CH2:5][C:4]1[CH:7]=[CH:8][C:9]([O:11][CH3:12])=[CH:10][C:3]=1[O:2][CH3:1])[C:31](=[O:32])[O:33][C:34]([CH3:37])([CH3:36])[CH3:35])(=[O:29])=[O:28]. The catalyst class is: 4. (3) Reactant: [CH2:1]([O:8][C@H:9]1[O:22][C@H:21]([CH2:23][O:24][CH2:25][C:26]2[CH:31]=[CH:30][CH:29]=[CH:28][CH:27]=2)[C@@H:12]([O:13][CH2:14][C:15]2[CH:20]=[CH:19][CH:18]=[CH:17][CH:16]=2)[C@H:10]1[OH:11])[C:2]1[CH:7]=[CH:6][CH:5]=[CH:4][CH:3]=1.[C:32](OC(=O)C)(=[O:34])[CH3:33]. Product: [CH2:1]([O:8][C@H:9]1[O:22][C@H:21]([CH2:23][O:24][CH2:25][C:26]2[CH:31]=[CH:30][CH:29]=[CH:28][CH:27]=2)[C@@H:12]([O:13][CH2:14][C:15]2[CH:20]=[CH:19][CH:18]=[CH:17][CH:16]=2)[C@H:10]1[O:11][C:32](=[O:34])[CH3:33])[C:2]1[CH:3]=[CH:4][CH:5]=[CH:6][CH:7]=1. The catalyst class is: 17. (4) Reactant: [C:1]([O:5][C:6]([N:8]1[CH2:11][CH:10]([C:12]([OH:14])=O)[CH2:9]1)=[O:7])([CH3:4])([CH3:3])[CH3:2].CN(C(ON1N=NC2C=CC=CC1=2)=[N+](C)C)C.F[P-](F)(F)(F)(F)F.CCN(C(C)C)C(C)C.[NH2:48][C:49]1[S:50][C:51]2[CH:57]=[C:56]([O:58][S:59]([C:62]3[CH:67]=[CH:66][C:65]([NH:68][CH2:69][CH2:70][N:71]([CH:75]([CH3:77])[CH3:76])[CH:72]([CH3:74])[CH3:73])=[CH:64][CH:63]=3)(=[O:61])=[O:60])[CH:55]=[CH:54][C:52]=2[N:53]=1. Product: [C:1]([O:5][C:6]([N:8]1[CH2:9][CH:10]([C:12](=[O:14])[NH:48][C:49]2[S:50][C:51]3[CH:57]=[C:56]([O:58][S:59]([C:62]4[CH:67]=[CH:66][C:65]([NH:68][CH2:69][CH2:70][N:71]([CH:75]([CH3:77])[CH3:76])[CH:72]([CH3:73])[CH3:74])=[CH:64][CH:63]=4)(=[O:61])=[O:60])[CH:55]=[CH:54][C:52]=3[N:53]=2)[CH2:11]1)=[O:7])([CH3:2])([CH3:3])[CH3:4]. The catalyst class is: 35. (5) Reactant: Br[CH2:2][CH:3]1[O:8][C:7]2[CH:9]=[C:10]([S:13]([CH3:16])(=[O:15])=[O:14])[CH:11]=[CH:12][C:6]=2[CH2:5][O:4]1.[NH:17]1[CH2:21][CH2:20][CH2:19][CH2:18]1. Product: [CH3:16][S:13]([C:10]1[CH:11]=[CH:12][C:6]2[CH2:5][O:4][CH:3]([CH2:2][N:17]3[CH2:21][CH2:20][CH2:19][CH2:18]3)[O:8][C:7]=2[CH:9]=1)(=[O:15])=[O:14]. The catalyst class is: 14. (6) Reactant: [NH2:1][C:2]1[C:7]([NH2:8])=[CH:6][CH:5]=[CH:4][C:3]=1[CH3:9].[C:10](OCC)(=O)[CH:11]=[O:12]. Product: [CH3:9][C:3]1[CH:4]=[CH:5][CH:6]=[C:7]2[C:2]=1[NH:1][C:11](=[O:12])[CH:10]=[N:8]2. The catalyst class is: 8. (7) Product: [CH3:20][CH:19]([C:21]1[N:25]=[C:24]([N:26]2[CH2:27][CH2:28][CH:29]([CH2:32][O:17][C:14]3[CH:15]=[N:16][C:11]([C:8]4[CH:7]=[CH:6][C:5]([S:2]([CH3:1])(=[O:3])=[O:4])=[CH:10][CH:9]=4)=[N:12][CH:13]=3)[CH2:30][CH2:31]2)[O:23][N:22]=1)[CH3:18]. Reactant: [CH3:1][S:2]([C:5]1[CH:10]=[CH:9][C:8]([C:11]2[N:16]=[CH:15][C:14]([OH:17])=[CH:13][N:12]=2)=[CH:7][CH:6]=1)(=[O:4])=[O:3].[CH3:18][CH:19]([C:21]1[N:25]=[C:24]([N:26]2[CH2:31][CH2:30][CH:29]([CH2:32]O)[CH2:28][CH2:27]2)[O:23][N:22]=1)[CH3:20].C1C=CC(P(C2C=CC=CC=2)C2C=CC=CC=2)=CC=1.N(C(OC(C)C)=O)=NC(OC(C)C)=O. The catalyst class is: 1.